From a dataset of Forward reaction prediction with 1.9M reactions from USPTO patents (1976-2016). Predict the product of the given reaction. (1) Given the reactants [F:1][C:2]([F:15])([F:14])[C:3](=[O:13])[CH2:4][C:5]([C:7]1[CH:8]=[N:9][CH:10]=[CH:11][CH:12]=1)=[O:6].[NH:16]([C:18]1[N:19]=[CH:20][C:21]([NH:24][C:25]([CH:27]2[CH2:32][CH2:31][CH2:30][CH2:29][CH2:28]2)=[O:26])=[N:22][CH:23]=1)[NH2:17].Cl, predict the reaction product. The product is: [F:15][C:2]([F:1])([F:14])[C:3](=[O:13])[CH2:4][C:5]([C:7]1[CH:8]=[N:9][CH:10]=[CH:11][CH:12]=1)=[O:6].[OH:13][C:3]1([C:2]([F:15])([F:14])[F:1])[N:16]([C:18]2[N:19]=[CH:20][C:21]([NH:24][C:25]([CH:27]3[CH2:28][CH2:29][CH2:30][CH2:31][CH2:32]3)=[O:26])=[N:22][CH:23]=2)[N:17]=[C:5]([C:7]2[CH:8]=[N:9][CH:10]=[CH:11][CH:12]=2)[CH2:4]1. (2) Given the reactants [CH2:1]([C:3]1[N:13]([CH2:14][C:15]2[CH:20]=[CH:19][C:18]([CH2:21][C:22]#[C:23]O)=[CH:17][CH:16]=2)[C:6]2=[N:7][C:8]([CH3:12])=[CH:9][C:10]([CH3:11])=[C:5]2[N:4]=1)[CH3:2].[NH:25]1[CH2:29][CH2:28][CH2:27][CH2:26]1, predict the reaction product. The product is: [CH2:1]([C:3]1[N:13]([CH2:14][C:15]2[CH:20]=[CH:19][C:18]([C:21]#[C:22][CH2:23][N:25]3[CH2:29][CH2:28][CH2:27][CH2:26]3)=[CH:17][CH:16]=2)[C:6]2=[N:7][C:8]([CH3:12])=[CH:9][C:10]([CH3:11])=[C:5]2[N:4]=1)[CH3:2]. (3) The product is: [CH2:1]([O:5][CH2:6][CH2:7][O:8][C:9]1[CH:10]=[CH:11][C:12]([C:15]2[CH:16]=[CH:17][C:18]3[N:24]([CH2:25][CH:26]([CH3:27])[CH3:28])[CH2:23][CH2:22][C:21]([C:29]([NH:31][C:32]4[CH:33]=[CH:34][C:35]([S:38]([CH2:39][C:40]5[N:44]([CH2:45][CH2:46][CH3:47])[C:43](=[O:48])[NH:42][N:41]=5)=[O:58])=[CH:36][CH:37]=4)=[O:30])=[CH:20][C:19]=3[CH:49]=2)=[CH:13][CH:14]=1)[CH2:2][CH2:3][CH3:4]. Given the reactants [CH2:1]([O:5][CH2:6][CH2:7][O:8][C:9]1[CH:14]=[CH:13][C:12]([C:15]2[CH:16]=[CH:17][C:18]3[N:24]([CH2:25][CH:26]([CH3:28])[CH3:27])[CH2:23][CH2:22][C:21]([C:29]([NH:31][C:32]4[CH:37]=[CH:36][C:35]([S:38][CH2:39][C:40]5[N:44]([CH2:45][CH2:46][CH3:47])[C:43](=[O:48])[NH:42][N:41]=5)=[CH:34][CH:33]=4)=[O:30])=[CH:20][C:19]=3[CH:49]=2)=[CH:11][CH:10]=1)[CH2:2][CH2:3][CH3:4].ClC1C=CC=C(C(OO)=[O:58])C=1.S([O-])([O-])(=O)=S.[Na+].[Na+], predict the reaction product. (4) Given the reactants [Cl:1][C:2]1[CH:7]=[C:6]([C:8]([F:11])([F:10])[F:9])[CH:5]=[C:4]([Cl:12])[C:3]=1[NH:13][NH2:14].[OH:15][C:16]1[CH:23]=[C:22]([OH:24])[CH:21]=[C:20]([OH:25])[C:17]=1[CH:18]=O, predict the reaction product. The product is: [Cl:1][C:2]1[CH:7]=[C:6]([C:8]([F:9])([F:11])[F:10])[CH:5]=[C:4]([Cl:12])[C:3]=1[NH:13][N:14]=[CH:18][C:17]1[C:16]([OH:15])=[CH:23][C:22]([OH:24])=[CH:21][C:20]=1[OH:25].